From a dataset of Catalyst prediction with 721,799 reactions and 888 catalyst types from USPTO. Predict which catalyst facilitates the given reaction. Reactant: [CH:1]1([CH2:4][O:5][C:6]2[CH:7]=[CH:8][C:9]3[C:13]([CH:14]=2)=[N:12][N:11]([C:15]2[CH:20]=[CH:19][C:18]([O:21][Si:22]([CH:29]([CH3:31])[CH3:30])([CH:26]([CH3:28])[CH3:27])[CH:23]([CH3:25])[CH3:24])=[CH:17][CH:16]=2)[CH:10]=3)[CH2:3][CH2:2]1.[Br:32]N1C(=O)CCC1=O.N(C(C)(C)C#N)=NC(C)(C)C#N.O. Product: [Br:32][C:14]1[C:13]2[C:9](=[CH:10][N:11]([C:15]3[CH:20]=[CH:19][C:18]([O:21][Si:22]([CH:26]([CH3:28])[CH3:27])([CH:23]([CH3:25])[CH3:24])[CH:29]([CH3:31])[CH3:30])=[CH:17][CH:16]=3)[N:12]=2)[CH:8]=[CH:7][C:6]=1[O:5][CH2:4][CH:1]1[CH2:2][CH2:3]1. The catalyst class is: 13.